From a dataset of NCI-60 drug combinations with 297,098 pairs across 59 cell lines. Regression. Given two drug SMILES strings and cell line genomic features, predict the synergy score measuring deviation from expected non-interaction effect. (1) Drug 1: C1=CC(=CC=C1CC(C(=O)O)N)N(CCCl)CCCl.Cl. Drug 2: CS(=O)(=O)OCCCCOS(=O)(=O)C. Cell line: NCIH23. Synergy scores: CSS=43.5, Synergy_ZIP=5.16, Synergy_Bliss=11.5, Synergy_Loewe=6.30, Synergy_HSA=11.4. (2) Cell line: NCI/ADR-RES. Drug 1: CN(C)C1=NC(=NC(=N1)N(C)C)N(C)C. Synergy scores: CSS=-0.263, Synergy_ZIP=1.24, Synergy_Bliss=1.83, Synergy_Loewe=-0.802, Synergy_HSA=-0.238. Drug 2: CC1=C2C(C(=O)C3(C(CC4C(C3C(C(C2(C)C)(CC1OC(=O)C(C(C5=CC=CC=C5)NC(=O)OC(C)(C)C)O)O)OC(=O)C6=CC=CC=C6)(CO4)OC(=O)C)O)C)O. (3) Drug 1: C1CC(=O)NC(=O)C1N2CC3=C(C2=O)C=CC=C3N. Drug 2: C1=CC(=C2C(=C1NCCNCCO)C(=O)C3=C(C=CC(=C3C2=O)O)O)NCCNCCO. Cell line: MALME-3M. Synergy scores: CSS=25.1, Synergy_ZIP=5.88, Synergy_Bliss=5.83, Synergy_Loewe=-23.1, Synergy_HSA=5.56. (4) Drug 1: CN1C2=C(C=C(C=C2)N(CCCl)CCCl)N=C1CCCC(=O)O.Cl. Drug 2: CC1C(C(CC(O1)OC2CC(CC3=C2C(=C4C(=C3O)C(=O)C5=C(C4=O)C(=CC=C5)OC)O)(C(=O)CO)O)N)O.Cl. Cell line: ACHN. Synergy scores: CSS=34.6, Synergy_ZIP=-0.925, Synergy_Bliss=-0.777, Synergy_Loewe=-15.4, Synergy_HSA=0.887.